The task is: Predict the reaction yield, written as a fraction of the theoretical maximum amount of product (1.0 means a 100% yield; for example, 0.34 means a 34% yield).. This data is from Reaction yield outcomes from USPTO patents with 853,638 reactions. (1) The reactants are [NH2:1][C:2]1[CH:10]=[C:9]([C:11]([OH:13])=[O:12])[CH:8]=[CH:7][C:3]=1[C:4]([OH:6])=O.[NH2:14][C:15](N)=[O:16]. The yield is 0.920. The catalyst is O. The product is [O:16]=[C:15]1[NH:14][C:4](=[O:6])[C:3]2[C:2](=[CH:10][C:9]([C:11]([OH:13])=[O:12])=[CH:8][CH:7]=2)[NH:1]1. (2) The reactants are [O:1]1[CH:5]=[C:4]([CH:6]=O)[N:3]=[CH:2]1.[CH3:8][C:9]([S:12]([NH2:14])=[O:13])([CH3:11])[CH3:10]. The catalyst is C1COCC1.C(OCC)(=O)C.[O-]CC.[Ti+4].[O-]CC.[O-]CC.[O-]CC. The product is [O:1]1[CH:5]=[C:4](/[CH:6]=[N:14]/[S:12]([C:9]([CH3:11])([CH3:10])[CH3:8])=[O:13])[N:3]=[CH:2]1. The yield is 0.890. (3) The reactants are [CH3:1][O:2][C:3](=[O:42])[CH2:4][C:5]1[CH:10]=[CH:9][C:8]([NH:11][C:12]([C@H:14]2[C@H:18]([C:19]3[CH:24]=[CH:23][CH:22]=[C:21]([Cl:25])[C:20]=3[F:26])[C@:17]([C:29]3[CH:34]=[CH:33][C:32]([Cl:35])=[CH:31][C:30]=3[F:36])([C:27]#[N:28])[C@H:16]([CH2:37][C:38]([CH3:41])([CH3:40])[CH3:39])[NH:15]2)=[O:13])=[CH:7][CH:6]=1.[Li+].C[Si]([N-][Si](C)(C)C)(C)C.[CH2:53](I)[CH3:54]. The catalyst is C1COCC1.[Cl-].[NH4+]. The product is [CH3:1][O:2][C:3](=[O:42])[CH:4]([C:5]1[CH:6]=[CH:7][C:8]([NH:11][C:12]([C@H:14]2[C@H:18]([C:19]3[CH:24]=[CH:23][CH:22]=[C:21]([Cl:25])[C:20]=3[F:26])[C@:17]([C:29]3[CH:34]=[CH:33][C:32]([Cl:35])=[CH:31][C:30]=3[F:36])([C:27]#[N:28])[C@H:16]([CH2:37][C:38]([CH3:39])([CH3:41])[CH3:40])[NH:15]2)=[O:13])=[CH:9][CH:10]=1)[CH2:53][CH3:54]. The yield is 0.539. (4) The reactants are Cl[C:2]1[N:7]=[C:6]([O:8][CH3:9])[C:5]([C:10]#[N:11])=[CH:4][N:3]=1.Cl.[NH2:13][C@H:14]([C:16]1[C:17](=[O:32])[NH:18][C:19]2[C:24]([CH:25]=1)=[CH:23][C:22]([Cl:26])=[C:21]([O:27][CH2:28][CH:29]1[CH2:31][CH2:30]1)[CH:20]=2)[CH3:15].CCN(C(C)C)C(C)C.O. The catalyst is CS(C)=O. The product is [Cl:26][C:22]1[CH:23]=[C:24]2[C:19](=[CH:20][C:21]=1[O:27][CH2:28][CH:29]1[CH2:30][CH2:31]1)[NH:18][C:17](=[O:32])[C:16]([C@@H:14]([NH:13][C:2]1[N:7]=[C:6]([O:8][CH3:9])[C:5]([C:10]#[N:11])=[CH:4][N:3]=1)[CH3:15])=[CH:25]2. The yield is 0.690. (5) The reactants are [Cl:1][C:2]1[N:7]=[CH:6][C:5]([C:8](=O)[CH3:9])=[CH:4][CH:3]=1.[CH2:11]([NH2:13])[CH3:12].CO. The catalyst is C(Cl)(Cl)Cl. The product is [Cl:1][C:2]1[N:7]=[CH:6][C:5]([CH:8]([NH:13][CH2:11][CH3:12])[CH3:9])=[CH:4][CH:3]=1. The yield is 0.800. (6) The reactants are [CH2:1]([O:3][C:4]([C:6]1[CH:7]=[N:8][N:9]([C:11]2[N:15]([CH2:16][O:17][CH2:18][CH2:19][O:20][CH3:21])[C:14]3[CH:22]=[C:23]([Cl:34])[C:24](SC4C=CC(Cl)=CC=4)=[CH:25][C:13]=3[N:12]=2)[CH:10]=1)=[O:5])[CH3:2].ClC1C(SC2C=CC(Cl)=CC=2)=CC2N=C(N3C=C(C(O)=O)C=N3)NC=2C=1.[CH:61]1[CH:66]=[C:65]([Cl:67])[CH:64]=[C:63](C(OO)=O)[CH:62]=1.[S:72]([O-:76])([O-])(=[O:74])=S.[Na+].[Na+]. The catalyst is C([O-])(O)=O.[Na+].ClCCl. The product is [CH2:1]([O:3][C:4]([C:6]1[CH:7]=[N:8][N:9]([C:11]2[N:15]([CH2:16][O:17][CH2:18][CH2:19][O:20][CH3:21])[C:14]3[CH:22]=[C:23]([Cl:34])[C:24]([S:72]([C:62]4[CH:61]=[CH:66][C:65]([Cl:67])=[CH:64][CH:63]=4)(=[O:76])=[O:74])=[CH:25][C:13]=3[N:12]=2)[CH:10]=1)=[O:5])[CH3:2]. The yield is 0.890. (7) The reactants are [Cl:1][C:2]1([F:8])[CH2:4][CH:3]1[C:5](O)=[O:6].C(N1C=CN=C1)(N1C=CN=C1)=O.[C:21]1([C@H:27]([NH2:29])[CH3:28])[CH:26]=[CH:25][CH:24]=[CH:23][CH:22]=1. The catalyst is C1COCC1. The product is [Cl:1][C:2]1([F:8])[CH2:4][CH:3]1[C:5]([NH:29][C@@H:27]([C:21]1[CH:26]=[CH:25][CH:24]=[CH:23][CH:22]=1)[CH3:28])=[O:6]. The yield is 0.500. (8) The reactants are Cl[C:2]1[CH:7]=[CH:6][C:5]([C:8]2[C:9]3[C:14]([C:15]([C:22]4[CH:27]=[C:26]([C:28]5[CH:33]=[CH:32][CH:31]=[CH:30][CH:29]=5)[CH:25]=[C:24]([C:34]5[CH:39]=[CH:38][CH:37]=[CH:36][CH:35]=5)[CH:23]=4)=[C:16]4[C:21]=2[CH:20]=[CH:19][CH:18]=[CH:17]4)=[CH:13][CH:12]=[CH:11][CH:10]=3)=[CH:4][CH:3]=1.[C:40]1([NH:46][C:47]2[CH:52]=[CH:51][CH:50]=[CH:49][CH:48]=2)[CH:45]=[CH:44][CH:43]=[CH:42][CH:41]=1.C(P(C(C)(C)C)C(C)(C)C)(C)(C)C.CC(C)([O-])C.[Na+]. The catalyst is C1(C)C=CC=CC=1.C1C=CC(/C=C/C(/C=C/C2C=CC=CC=2)=O)=CC=1.C1C=CC(/C=C/C(/C=C/C2C=CC=CC=2)=O)=CC=1.C1C=CC(/C=C/C(/C=C/C2C=CC=CC=2)=O)=CC=1.[Pd].[Pd]. The product is [C:47]1([N:46]([C:40]2[CH:41]=[CH:42][CH:43]=[CH:44][CH:45]=2)[C:2]2[CH:7]=[CH:6][C:5]([C:8]3[C:9]4[C:14]([C:15]([C:22]5[CH:27]=[C:26]([C:28]6[CH:33]=[CH:32][CH:31]=[CH:30][CH:29]=6)[CH:25]=[C:24]([C:34]6[CH:39]=[CH:38][CH:37]=[CH:36][CH:35]=6)[CH:23]=5)=[C:16]5[C:21]=3[CH:20]=[CH:19][CH:18]=[CH:17]5)=[CH:13][CH:12]=[CH:11][CH:10]=4)=[CH:4][CH:3]=2)[CH:48]=[CH:49][CH:50]=[CH:51][CH:52]=1. The yield is 0.860.